Dataset: Forward reaction prediction with 1.9M reactions from USPTO patents (1976-2016). Task: Predict the product of the given reaction. (1) Given the reactants C([O:3][C:4]([C:6]1[S:10][C:9]([N:11]2[C:15]3[CH:16]=[C:17]([CH2:20][CH2:21][CH2:22][CH2:23][N:24]4[CH2:29][CH2:28][O:27][CH2:26][CH2:25]4)[CH:18]=[CH:19][C:14]=3[N:13]=[CH:12]2)=[N:8][C:7]=1[C:30]1[CH:35]=[CH:34][CH:33]=[C:32]([Cl:36])[CH:31]=1)=[O:5])C.O1CCCC1.[OH-].[Li+], predict the reaction product. The product is: [Cl:36][C:32]1[CH:31]=[C:30]([C:7]2[N:8]=[C:9]([N:11]3[C:15]4[CH:16]=[C:17]([CH2:20][CH2:21][CH2:22][CH2:23][N:24]5[CH2:25][CH2:26][O:27][CH2:28][CH2:29]5)[CH:18]=[CH:19][C:14]=4[N:13]=[CH:12]3)[S:10][C:6]=2[C:4]([OH:5])=[O:3])[CH:35]=[CH:34][CH:33]=1. (2) Given the reactants [F:1][C@@:2]12[C:29]3([CH3:30])[C:24](=[CH:25][C:26](=[O:31])[CH:27]=[CH:28]3)[C@@H:23]([F:32])[CH2:22][CH:3]1[CH:4]1[C:13]([CH3:17])([CH2:14][CH:15]2[OH:16])[C@:7]2([C:18](=[O:21])[CH2:19][OH:20])[O:8]C(C)(C)[O:10][C@@H:6]2[CH2:5]1, predict the reaction product. The product is: [F:32][C@@H:23]1[C:24]2[C@:29]([CH3:30])([CH:28]=[CH:27][C:26](=[O:31])[CH:25]=2)[C@:2]2([F:1])[C@H:3]([C@H:4]3[C@:13]([CH3:17])([CH2:14][C@@H:15]2[OH:16])[C@@:7]([OH:8])([C:18](=[O:21])[CH2:19][OH:20])[C@H:6]([OH:10])[CH2:5]3)[CH2:22]1.